From a dataset of Full USPTO retrosynthesis dataset with 1.9M reactions from patents (1976-2016). Predict the reactants needed to synthesize the given product. (1) Given the product [Cl:17][C:11]1[N:12]=[C:13]([Cl:16])[C:14]2[O:8][C:5]3[CH:6]=[CH:7][C:2]([Cl:1])=[CH:3][C:4]=3[C:9]=2[N:10]=1, predict the reactants needed to synthesize it. The reactants are: [Cl:1][C:2]1[CH:7]=[CH:6][C:5]([OH:8])=[C:4]([C:9]2[C:14](Cl)=[C:13]([Cl:16])[N:12]=[C:11]([Cl:17])[N:10]=2)[CH:3]=1.Cl. (2) Given the product [CH2:6]([C:3]1([OH:5])[CH2:4][O:1][CH2:2]1)[CH2:7][CH2:8][CH3:9], predict the reactants needed to synthesize it. The reactants are: [O:1]1[CH2:4][C:3](=[O:5])[CH2:2]1.[CH2:6]([Li])[CH2:7][CH2:8][CH3:9].CCCCCC. (3) The reactants are: C(OC(C)C)(=O)C.[C:8]([O:12][C:13]([N:15]1[C@H:19]([CH2:20][C:21]2[CH:26]=[CH:25][C:24]([C:27]3[CH:32]=[CH:31][CH:30]=[CH:29][CH:28]=3)=[CH:23][CH:22]=2)[CH2:18][C:17](=[CH2:33])[C:16]1=[O:34])=[O:14])([CH3:11])([CH3:10])[CH3:9].[H][H]. Given the product [C:8]([O:12][C:13]([N:15]1[C@H:19]([CH2:20][C:21]2[CH:22]=[CH:23][C:24]([C:27]3[CH:28]=[CH:29][CH:30]=[CH:31][CH:32]=3)=[CH:25][CH:26]=2)[CH2:18][C@@H:17]([CH3:33])[C:16]1=[O:34])=[O:14])([CH3:11])([CH3:9])[CH3:10].[C:8]([O:12][C:13]([N:15]1[C@H:19]([CH2:20][C:21]2[CH:22]=[CH:23][C:24]([C:27]3[CH:28]=[CH:29][CH:30]=[CH:31][CH:32]=3)=[CH:25][CH:26]=2)[CH2:18][C@H:17]([CH3:33])[C:16]1=[O:34])=[O:14])([CH3:11])([CH3:9])[CH3:10], predict the reactants needed to synthesize it. (4) Given the product [F:24][C:21]([F:22])([F:23])[C:18]1[CH:19]=[CH:20][C:15]([O:14][C:9]2[C:8]3[C:13](=[C:4]([NH2:1])[CH:5]=[CH:6][CH:7]=3)[N:12]=[CH:11][CH:10]=2)=[CH:16][CH:17]=1, predict the reactants needed to synthesize it. The reactants are: [N+:1]([C:4]1[CH:5]=[CH:6][CH:7]=[C:8]2[C:13]=1[N:12]=[CH:11][CH:10]=[C:9]2[O:14][C:15]1[CH:20]=[CH:19][C:18]([C:21]([F:24])([F:23])[F:22])=[CH:17][CH:16]=1)([O-])=O.[NH4+].[Cl-]. (5) Given the product [Br:24][CH2:17][CH:16]([C:10]1[C:9]2[CH:19]=[CH:20][C:21]([F:23])=[CH:22][C:8]=2[C:7]2[C:6](=[O:5])[NH:15][CH:14]=[CH:13][C:12]=2[N:11]=1)[CH3:18], predict the reactants needed to synthesize it. The reactants are: C([O:5][C:6]1[N:15]=[CH:14][CH:13]=[C:12]2[C:7]=1[C:8]1[CH:22]=[C:21]([F:23])[CH:20]=[CH:19][C:9]=1[C:10]([C:16]([CH3:18])=[CH2:17])=[N:11]2)CCC.[BrH:24].C(O)(=O)C.